From a dataset of Forward reaction prediction with 1.9M reactions from USPTO patents (1976-2016). Predict the product of the given reaction. (1) Given the reactants [OH-].[Na+].C[O:4][C:5](=[O:36])[CH2:6][O:7][C:8]1[CH:13]=[CH:12][C:11]([Cl:14])=[CH:10][C:9]=1[C:15](=[O:35])[C:16]1[CH:21]=[C:20]([Cl:22])[CH:19]=[CH:18][C:17]=1[O:23][CH2:24][C:25]([O:27]CC1C=CC=CC=1)=[O:26], predict the reaction product. The product is: [C:5]([CH2:6][O:7][C:8]1[CH:13]=[CH:12][C:11]([Cl:14])=[CH:10][C:9]=1[C:15]([C:16]1[CH:21]=[C:20]([Cl:22])[CH:19]=[CH:18][C:17]=1[O:23][CH2:24][C:25]([OH:27])=[O:26])=[O:35])([OH:36])=[O:4]. (2) The product is: [CH:1]1([N:4]2[C:12]3[C:7](=[CH:8][C:9]([CH2:13][OH:14])=[CH:10][CH:11]=3)[CH:6]=[N:5]2)[CH2:3][CH2:2]1. Given the reactants [CH:1]1([N:4]2[C:12]3[C:7](=[CH:8][C:9]([C:13](OC)=[O:14])=[CH:10][CH:11]=3)[CH:6]=[N:5]2)[CH2:3][CH2:2]1.[H-].[H-].[H-].[H-].[Li+].[Al+3], predict the reaction product. (3) Given the reactants C1([NH:7][C:8]([C:10]2[C:11](=[O:29])[N:12]([CH2:22][C:23]3[CH:28]=[CH:27][CH:26]=[CH:25][CH:24]=3)[C:13]3[C:18]([C:19]=2O)=[CH:17][C:16]([CH3:21])=[CH:15][CH:14]=3)=O)CCCCC1.P(Cl)(Cl)([Cl:32])=O, predict the reaction product. The product is: [CH2:22]([N:12]1[C:13]2[C:18](=[CH:17][C:16]([CH3:21])=[CH:15][CH:14]=2)[C:19]([Cl:32])=[C:10]([C:8]#[N:7])[C:11]1=[O:29])[C:23]1[CH:28]=[CH:27][CH:26]=[CH:25][CH:24]=1. (4) Given the reactants [NH2:1][C:2]1[N:7]=[CH:6][N:5]=[C:4]2[N:8]([CH:26]3[CH2:31][CH2:30][CH:29]([N:32]4[CH2:37][CH2:36][N:35]([CH3:38])[CH2:34][CH2:33]4)[CH2:28][CH2:27]3)[N:9]=[C:10]([C:11]3[CH:25]=[CH:24][C:14]([CH2:15][NH:16]C(=O)OC(C)(C)C)=[CH:13][CH:12]=3)[C:3]=12, predict the reaction product. The product is: [NH2:16][CH2:15][C:14]1[CH:13]=[CH:12][C:11]([C:10]2[C:3]3[C:4](=[N:5][CH:6]=[N:7][C:2]=3[NH2:1])[N:8]([CH:26]3[CH2:31][CH2:30][CH:29]([N:32]4[CH2:33][CH2:34][N:35]([CH3:38])[CH2:36][CH2:37]4)[CH2:28][CH2:27]3)[N:9]=2)=[CH:25][CH:24]=1. (5) Given the reactants [F:1][C:2]([F:6])([F:5])[CH2:3][OH:4].C([N:9]([CH2:12][CH3:13])CC)C.C=C1O[C:17](=[O:18])[CH2:16]1.C([O-])(=O)C.[NH4+].C(O)(=O)C, predict the reaction product. The product is: [NH2:9][C:12]([CH3:13])=[CH:16][C:17]([O:4][CH2:3][C:2]([F:6])([F:5])[F:1])=[O:18].